From a dataset of Forward reaction prediction with 1.9M reactions from USPTO patents (1976-2016). Predict the product of the given reaction. (1) Given the reactants FC(F)(F)C([NH:5][C:6]([CH3:26])([CH3:25])[CH2:7][C:8]1[CH:13]=[CH:12][C:11]([S:14]([C:17]2[CH:22]=[CH:21][C:20]([O:23][CH3:24])=[CH:19][CH:18]=2)(=[O:16])=[O:15])=[CH:10][CH:9]=1)=O.[OH-].[Na+].O, predict the reaction product. The product is: [CH3:24][O:23][C:20]1[CH:19]=[CH:18][C:17]([S:14]([C:11]2[CH:12]=[CH:13][C:8]([CH2:7][C:6]([CH3:26])([NH2:5])[CH3:25])=[CH:9][CH:10]=2)(=[O:15])=[O:16])=[CH:22][CH:21]=1. (2) Given the reactants [Cl:1][C:2]1[N:10]=[C:9]2[C:5]([N:6]=[CH:7][N:8]2[CH:11]2[CH2:16][CH2:15][CH2:14][CH2:13][O:12]2)=[C:4](Cl)[N:3]=1.[CH2:18]([NH2:25])[C:19]1[CH:24]=[CH:23][CH:22]=[CH:21][CH:20]=1.O, predict the reaction product. The product is: [CH2:18]([NH:25][C:4]1[N:3]=[C:2]([Cl:1])[N:10]=[C:9]2[C:5]=1[N:6]=[CH:7][N:8]2[CH:11]1[CH2:16][CH2:15][CH2:14][CH2:13][O:12]1)[C:19]1[CH:24]=[CH:23][CH:22]=[CH:21][CH:20]=1. (3) Given the reactants [CH2:1]([OH:5])[CH:2](O)[CH3:3].[CH2:6](Br)[C:7]1[CH:12]=[CH:11][CH:10]=[CH:9][CH:8]=1.[OH-:14].[Na+], predict the reaction product. The product is: [CH2:6]([O:14][CH2:3][CH2:2][CH2:1][OH:5])[C:7]1[CH:12]=[CH:11][CH:10]=[CH:9][CH:8]=1. (4) Given the reactants Br.[Br:2][CH2:3][CH2:4][CH2:5][NH2:6].C(N(CC)CC)C.C(Cl)Cl.O=C1CCC(=O)N1[O:24][C:25](=O)[CH:26]=[CH:27][CH:28]=[CH:29][C:30]1[CH:35]=[CH:34][CH:33]=[CH:32][CH:31]=1, predict the reaction product. The product is: [Br:2][CH2:3][CH2:4][CH2:5][NH:6][C:25](=[O:24])[CH:26]=[CH:27][CH:28]=[CH:29][C:30]1[CH:35]=[CH:34][CH:33]=[CH:32][CH:31]=1. (5) Given the reactants [CH2:1]([O:15][C:16]1[CH:17]=[C:18]([CH:22]=[C:23]([O:40][CH2:41][CH2:42][CH2:43][CH2:44][CH2:45][CH2:46][CH2:47][CH2:48][CH2:49][CH2:50][CH:51]=[CH:52][CH:53]=[CH2:54])[C:24]=1[O:25][CH2:26][CH2:27][CH2:28][CH2:29][CH2:30][CH2:31][CH2:32][CH2:33][CH2:34][CH2:35][CH:36]=[CH:37][CH:38]=[CH2:39])[C:19]([O-:21])=[O:20])[CH2:2][CH2:3][CH2:4][CH2:5][CH2:6][CH2:7][CH2:8][CH2:9][CH2:10][CH:11]=[CH:12][CH:13]=[CH2:14].[OH-].[Na+].Cl, predict the reaction product. The product is: [CH2:41]([O:40][C:23]1[CH:22]=[C:18]([CH:17]=[C:16]([O:15][CH2:1][CH2:2][CH2:3][CH2:4][CH2:5][CH2:6][CH2:7][CH2:8][CH2:9][CH2:10][CH:11]=[CH:12][CH:13]=[CH2:14])[C:24]=1[O:25][CH2:26][CH2:27][CH2:28][CH2:29][CH2:30][CH2:31][CH2:32][CH2:33][CH2:34][CH2:35][CH:36]=[CH:37][CH:38]=[CH2:39])[C:19]([OH:21])=[O:20])[CH2:42][CH2:43][CH2:44][CH2:45][CH2:46][CH2:47][CH2:48][CH2:49][CH2:50][CH:51]=[CH:52][CH:53]=[CH2:54]. (6) Given the reactants [CH3:1][C:2]1[CH:3]=[C:4]([CH3:12])[C:5]2[O:9][C:8]([NH2:10])=[N:7][C:6]=2[CH:11]=1.[CH3:28][C:23]1([CH3:29])[C:24]([CH3:27])([CH3:26])[O:25][B:21]([B:21]2[O:25][C:24]([CH3:27])([CH3:26])[C:23]([CH3:29])([CH3:28])[O:22]2)[O:22]1.[C:31]([O-:34])(=O)C.[K+].C(Cl)Cl, predict the reaction product. The product is: [CH3:1][C:2]1[CH:3]=[C:4]([CH3:12])[C:5]2[O:9][C:8]([NH:10][C:31]([NH:7][C:6]3[CH:11]=[CH:2][C:3]([B:21]4[O:22][C:23]([CH3:28])([CH3:29])[C:24]([CH3:26])([CH3:27])[O:25]4)=[CH:4][CH:5]=3)=[O:34])=[N:7][C:6]=2[CH:11]=1. (7) Given the reactants ClC1C=C(C=CC=1Cl)O[CH:6]1[CH2:11][CH2:10][N:9]([S:12]([C:15]2[C:16]([CH3:22])=[N:17][N:18](C)[C:19]=2[CH3:20])(=[O:14])=[O:13])[CH2:8][CH2:7]1.ClC1C=C(C=CC=1Cl)NCC1CCN(S(C2C(C)=NN(C)C=2C)(=O)=O)CC1.Cl.[Cl:55][C:56]1[CH:61]=[CH:60][C:59]([CH:62]([F:69])C2CCNCC2)=[CH:58][CH:57]=1, predict the reaction product. The product is: [Cl:55][C:56]1[CH:61]=[CH:60][C:59]([CH:62]([F:69])[CH:6]2[CH2:7][CH2:8][N:9]([S:12]([C:15]3[C:19]([CH3:20])=[N:18][NH:17][C:16]=3[CH3:22])(=[O:13])=[O:14])[CH2:10][CH2:11]2)=[CH:58][CH:57]=1. (8) Given the reactants C[O:2][C:3](=[O:41])[C:4]1[CH:40]=[CH:39][CH:38]=[C:6]([C:7]([NH:9][C:10]2[C:11]([C:34]([F:37])([F:36])[F:35])=[N:12][C:13]([O:16][CH2:17][C:18]3[C:19]([C:26]4[C:31]([Cl:32])=[CH:30][CH:29]=[CH:28][C:27]=4[Cl:33])=[N:20][O:21][C:22]=3[CH:23]([CH3:25])[CH3:24])=[CH:14][CH:15]=2)=[O:8])[CH:5]=1.[OH-].[Na+], predict the reaction product. The product is: [Cl:32][C:31]1[CH:30]=[CH:29][CH:28]=[C:27]([Cl:33])[C:26]=1[C:19]1[C:18]([CH2:17][O:16][C:13]2[N:12]=[C:11]([C:34]([F:37])([F:36])[F:35])[C:10]([NH:9][C:7](=[O:8])[C:6]3[CH:5]=[C:4]([CH:40]=[CH:39][CH:38]=3)[C:3]([OH:41])=[O:2])=[CH:15][CH:14]=2)=[C:22]([CH:23]([CH3:25])[CH3:24])[O:21][N:20]=1. (9) The product is: [N+:8]([C:5]1[CH:6]=[CH:7][C:2]([C:18]2[CH:19]=[C:14]([CH:15]=[CH:16][CH:17]=2)[C:11]([OH:13])=[O:12])=[N:3][CH:4]=1)([O-:10])=[O:9]. Given the reactants Br[C:2]1[CH:7]=[CH:6][C:5]([N+:8]([O-:10])=[O:9])=[CH:4][N:3]=1.[C:11]([C:14]1[CH:15]=[C:16](B(O)O)[CH:17]=[CH:18][CH:19]=1)([OH:13])=[O:12].C(=O)([O-])[O-].[K+].[K+], predict the reaction product. (10) The product is: [CH2:21]([Sn:16]([CH2:12][CH2:13][CH2:14][CH3:15])([CH2:17][CH2:18][CH2:19][CH3:20])[C:2]1[S:3][CH:4]=[CH:5][CH:6]=1)[CH2:22][CH2:23][CH3:24]. Given the reactants Br[C:2]1[S:3][CH:4]=[CH:5][CH:6]=1.C([Li])CCC.[CH2:12]([Sn:16](Cl)([CH2:21][CH2:22][CH2:23][CH3:24])[CH2:17][CH2:18][CH2:19][CH3:20])[CH2:13][CH2:14][CH3:15].O, predict the reaction product.